The task is: Predict the reactants needed to synthesize the given product.. This data is from Full USPTO retrosynthesis dataset with 1.9M reactions from patents (1976-2016). (1) Given the product [CH:34]1[C:33]2[CH:32]([CH2:31][O:30][C:28]([N:23]([CH3:24])[C@@H:22]([CH2:21][S:20][S:19][C:15]([CH3:17])([CH3:16])[CH3:18])[C:26]([OH:27])=[O:25])=[O:29])[C:44]3[C:39](=[CH:40][CH:41]=[CH:42][CH:43]=3)[C:38]=2[CH:37]=[CH:36][CH:35]=1, predict the reactants needed to synthesize it. The reactants are: C([SiH](CC)CC)C.FC(F)(F)C(O)=O.[C:15]([S:19][S:20][CH2:21][C@H:22]1[C:26](=[O:27])[O:25][CH2:24][N:23]1[C:28]([O:30][CH2:31][CH:32]1[C:44]2[CH:43]=[CH:42][CH:41]=[CH:40][C:39]=2[C:38]2[C:33]1=[CH:34][CH:35]=[CH:36][CH:37]=2)=[O:29])([CH3:18])([CH3:17])[CH3:16]. (2) Given the product [CH2:14]([N:15]1[CH2:20][CH2:19][CH2:18][CH2:17][CH2:16]1)[CH:11]1[CH2:10][CH2:9][NH:8][CH2:13][CH2:12]1, predict the reactants needed to synthesize it. The reactants are: C(OC([N:8]1[CH2:13][CH2:12][CH:11]([CH2:14][N:15]2[CH2:20][CH2:19][CH2:18][CH2:17][CH2:16]2)[CH2:10][CH2:9]1)=O)(C)(C)C.C(O)(C(F)(F)F)=O. (3) Given the product [CH3:3][N:4]1[CH2:5][CH2:6][N:7]([C:10]2[CH:11]=[CH:12][C:13]([O:26][CH2:27][C:28]3[CH:33]=[CH:32][CH:31]=[CH:30][CH:29]=3)=[C:14]([CH:25]=2)[C:15]([OH:17])=[O:16])[CH2:8][CH2:9]1, predict the reactants needed to synthesize it. The reactants are: [OH-].[Li+].[CH3:3][N:4]1[CH2:9][CH2:8][N:7]([C:10]2[CH:11]=[CH:12][C:13]([O:26][CH2:27][C:28]3[CH:33]=[CH:32][CH:31]=[CH:30][CH:29]=3)=[C:14]([CH:25]=2)[C:15]([O:17]CC2C=CC=CC=2)=[O:16])[CH2:6][CH2:5]1.Cl. (4) Given the product [S:1]1[CH:5]=[C:4]([C:6]([N:15]=[N+:16]=[N-:17])=[O:8])[N:3]=[CH:2]1, predict the reactants needed to synthesize it. The reactants are: [S:1]1[CH:5]=[C:4]([C:6]([OH:8])=O)[N:3]=[CH:2]1.ClC(OCC)=O.[N-:15]=[N+:16]=[N-:17].[Na+]. (5) Given the product [CH3:11][C:3]1[C:2]([B:1]2[O:13][C:18]([CH3:20])([CH3:19])[C:15]([CH3:17])([CH3:16])[O:12]2)=[C:7]2[C:6](=[CH:5][CH:4]=1)[NH:10][N:9]=[CH:8]2, predict the reactants needed to synthesize it. The reactants are: [B:1]([OH:13])([OH:12])[C:2]1[C:7]2[CH:8]=[N:9][NH:10][C:6]=2[CH:5]=[CH:4][C:3]=1[CH3:11].O[C:15]([C:18](O)([CH3:20])[CH3:19])([CH3:17])[CH3:16].[O-]S([O-])(=O)=O.[Mg+2]. (6) The reactants are: [OH:1][CH:2]1[CH:7]([C:8]2[CH:13]=[CH:12][C:11]([OH:14])=[CH:10][CH:9]=2)[CH2:6][CH2:5][N:4]([C:15]([O:17][C:18]([CH3:21])([CH3:20])[CH3:19])=[O:16])[CH2:3]1.Br[CH2:23][CH2:24][CH2:25][O:26][C:27]1[CH:32]=[CH:31][CH:30]=[CH:29][C:28]=1[Cl:33]. Given the product [Cl:33][C:28]1[CH:29]=[CH:30][CH:31]=[CH:32][C:27]=1[O:26][CH2:25][CH2:24][CH2:23][O:14][C:11]1[CH:10]=[CH:9][C:8]([CH:7]2[CH2:6][CH2:5][N:4]([C:15]([O:17][C:18]([CH3:21])([CH3:20])[CH3:19])=[O:16])[CH2:3][CH:2]2[OH:1])=[CH:13][CH:12]=1, predict the reactants needed to synthesize it. (7) Given the product [NH2:1][C:2]1[CH:7]=[C:6]([O:18][C:15]2[CH:16]=[CH:17][C:12]([N+:9]([O-:11])=[O:10])=[CH:13][CH:14]=2)[CH:5]=[CH:4][N:3]=1, predict the reactants needed to synthesize it. The reactants are: [NH2:1][C:2]1[CH:7]=[C:6](Cl)[CH:5]=[CH:4][N:3]=1.[N+:9]([C:12]1[CH:17]=[CH:16][C:15]([OH:18])=[CH:14][CH:13]=1)([O-:11])=[O:10].C(N(CC)C(C)C)(C)C. (8) Given the product [CH2:42]([N:39]1[CH2:38][CH2:37][N:36]([C:28]2[C:29]3[C:34](=[CH:33][CH:32]=[CH:31][CH:30]=3)[CH:35]=[C:26]([C:6]3[CH:7]=[CH:8][C:9]([CH2:12][CH2:13][C:14](=[O:16])[CH3:15])=[CH:10][CH:11]=3)[N:27]=2)[CH2:41][CH2:40]1)[CH3:43], predict the reactants needed to synthesize it. The reactants are: C([Sn](CCCC)(CCCC)[C:6]1[CH:11]=[CH:10][C:9]([CH2:12][CH2:13][C:14](=[O:16])[CH3:15])=[CH:8][CH:7]=1)CCC.Br[C:26]1[N:27]=[C:28]([N:36]2[CH2:41][CH2:40][N:39]([CH2:42][CH3:43])[CH2:38][CH2:37]2)[C:29]2[C:34]([CH:35]=1)=[CH:33][CH:32]=[CH:31][CH:30]=2.